From a dataset of Reaction yield outcomes from USPTO patents with 853,638 reactions. Predict the reaction yield, written as a fraction of the theoretical maximum amount of product (1.0 means a 100% yield; for example, 0.34 means a 34% yield). (1) The catalyst is CC#N. The product is [CH2:19]([N:26]1[CH2:17][C:3]2([CH2:6][N:5]([S:7]([C:10]3[CH:15]=[CH:14][C:13]([CH3:16])=[CH:12][CH:11]=3)(=[O:9])=[O:8])[CH2:4]2)[CH2:2]1)[C:20]1[CH:25]=[CH:24][CH:23]=[CH:22][CH:21]=1. The yield is 0.850. The reactants are Br[CH2:2][C:3]1([CH2:17]Br)[CH2:6][N:5]([S:7]([C:10]2[CH:15]=[CH:14][C:13]([CH3:16])=[CH:12][CH:11]=2)(=[O:9])=[O:8])[CH2:4]1.[CH2:19]([NH2:26])[C:20]1[CH:25]=[CH:24][CH:23]=[CH:22][CH:21]=1.CCN(C(C)C)C(C)C. (2) The reactants are B.O1CCCC1.[CH3:7][C:8]([O:11][C:12](=[O:23])[NH:13][CH2:14][CH2:15][C:16](=[O:22])[C:17]1[S:18][CH:19]=[CH:20][N:21]=1)([CH3:10])[CH3:9].CO.C(OCC)(=O)C. The catalyst is O1CCCC1.CCCC(C)C. The product is [CH3:10][C:8]([O:11][C:12](=[O:23])[NH:13][CH2:14][CH2:15][C@@H:16]([OH:22])[C:17]1[S:18][CH:19]=[CH:20][N:21]=1)([CH3:7])[CH3:9]. The yield is 0.670. (3) The reactants are [Br:1][C:2]1[C:3](F)=[C:4]2[C:10]([NH:11][C:12](=[O:23])[C:13]3[CH:18]=[CH:17][C:16]([C:19]([F:22])([F:21])[F:20])=[CH:15][N:14]=3)=[CH:9][NH:8][C:5]2=[N:6][CH:7]=1.[NH:25]1[CH2:30][CH2:29][CH2:28][C@@H:27]([NH:31]C(=O)OC(C)(C)C)[CH2:26]1.CCN(C(C)C)C(C)C.C(O)(C(F)(F)F)=O. The catalyst is CN1CCCC1=O.C(Cl)Cl.C(OCC)(=O)C. The product is [NH2:31][C@@H:27]1[CH2:28][CH2:29][CH2:30][N:25]([C:3]2[C:2]([Br:1])=[CH:7][N:6]=[C:5]3[NH:8][CH:9]=[C:10]([NH:11][C:12](=[O:23])[C:13]4[CH:18]=[CH:17][C:16]([C:19]([F:22])([F:21])[F:20])=[CH:15][N:14]=4)[C:4]=23)[CH2:26]1. The yield is 0.0800. (4) The reactants are FC(F)(F)C([O:5][C:6]1([CH2:12][C:13]2[CH:18]=[CH:17][C:16]([Br:19])=[CH:15][CH:14]=2)[CH2:11][CH2:10][CH2:9][CH2:8][CH2:7]1)=O. The catalyst is O1CCCC1.CO.[OH-].[Na+]. The product is [Br:19][C:16]1[CH:15]=[CH:14][C:13]([CH2:12][C:6]2([OH:5])[CH2:11][CH2:10][CH2:9][CH2:8][CH2:7]2)=[CH:18][CH:17]=1. The yield is 0.910. (5) The reactants are S(O[CH2:12][CH2:13][O:14][CH2:15][CH2:16][O:17][CH2:18][CH2:19][O:20][CH2:21][CH2:22][C:23]([O:25][C:26]([CH3:29])([CH3:28])[CH3:27])=[O:24])(C1C=CC(C)=CC=1)(=O)=O.[CH3:30][NH2:31]. The catalyst is O1CCCC1. The product is [CH3:30][NH:31][CH2:12][CH2:13][O:14][CH2:15][CH2:16][O:17][CH2:18][CH2:19][O:20][CH2:21][CH2:22][C:23]([O:25][C:26]([CH3:29])([CH3:28])[CH3:27])=[O:24]. The yield is 0.870. (6) The reactants are [C:1]12([CH3:22])[C:7]([CH3:9])([CH3:8])[CH:4]([CH2:5][CH2:6]1)[CH2:3][CH:2]2[O:10][C:11](=[O:21])[C:12]1[C:13](=[C:15]([Cl:20])[C:16]([NH2:19])=[CH:17][CH:18]=1)[OH:14].[Cl:23][C:24]1[CH:31]=[C:30]([Cl:32])[CH:29]=[C:26]([CH:27]=O)[C:25]=1[OH:33]. The product is [C:1]12([CH3:22])[C:7]([CH3:9])([CH3:8])[CH:4]([CH2:5][CH2:6]1)[CH2:3][CH:2]2[O:10][C:11](=[O:21])[C:12]1[CH:18]=[CH:17][C:16]([NH:19][CH2:27][C:26]2[CH:29]=[C:30]([Cl:32])[CH:31]=[C:24]([Cl:23])[C:25]=2[OH:33])=[C:15]([Cl:20])[C:13]=1[OH:14]. No catalyst specified. The yield is 0.704. (7) The reactants are N(C(OCC)=O)=NC(OCC)=O.[Cl:13][C:14]1[CH:33]=[CH:32][C:17]([NH:18][C:19]2[C:28]3[C:23](=[CH:24][C:25]([OH:31])=[C:26]([O:29][CH3:30])[CH:27]=3)[N:22]=[CH:21][N:20]=2)=[C:16]([F:34])[CH:15]=1.O[CH:36]1[CH2:41][CH2:40][N:39]([CH3:42])[CH2:38][CH2:37]1.C1(P(C2C=CC=CC=2)C2C=CC=CC=2)C=CC=CC=1. The catalyst is C(Cl)Cl. The product is [Cl:13][C:14]1[CH:33]=[CH:32][C:17]([NH:18][C:19]2[C:28]3[C:23](=[CH:24][C:25]([O:31][CH:36]4[CH2:41][CH2:40][N:39]([CH3:42])[CH2:38][CH2:37]4)=[C:26]([O:29][CH3:30])[CH:27]=3)[N:22]=[CH:21][N:20]=2)=[C:16]([F:34])[CH:15]=1. The yield is 0.790.